From a dataset of Reaction yield outcomes from USPTO patents with 853,638 reactions. Predict the reaction yield, written as a fraction of the theoretical maximum amount of product (1.0 means a 100% yield; for example, 0.34 means a 34% yield). The reactants are [O:1]1[CH2:6][CH2:5][O:4][C:3]2=[C:7]([C:10]([OH:12])=O)[S:8][CH:9]=[C:2]12.[I:13][C:14]1[CH:15]=[C:16]([CH:18]=[CH:19][CH:20]=1)[NH2:17].C(N(CC)CC)C.CN(C=O)C. The catalyst is C(OCC)(=O)C. The product is [I:13][C:14]1[CH:15]=[C:16]([NH:17][C:10]([C:7]2[S:8][CH:9]=[C:2]3[C:3]=2[O:4][CH2:5][CH2:6][O:1]3)=[O:12])[CH:18]=[CH:19][CH:20]=1. The yield is 0.120.